From a dataset of Full USPTO retrosynthesis dataset with 1.9M reactions from patents (1976-2016). Predict the reactants needed to synthesize the given product. Given the product [N+:11]([C:4]1[CH:5]=[C:6]2[CH2:20][CH2:21][CH2:15][CH2:16][CH2:17][C:7]2=[N:2][CH:3]=1)([O-:13])=[O:12], predict the reactants needed to synthesize it. The reactants are: C[N:2]1[CH:7]=[C:6]([N+]([O-])=O)[CH:5]=[C:4]([N+:11]([O-:13])=[O:12])[C:3]1=O.[C:15]1(=O)[CH2:21][CH2:20]CC[CH2:17][CH2:16]1.N.